From a dataset of Catalyst prediction with 721,799 reactions and 888 catalyst types from USPTO. Predict which catalyst facilitates the given reaction. Reactant: [Cl:1][C:2]1[CH:7]=[CH:6][C:5]([NH:8][C:9]([CH:11]2[CH2:16][CH2:15][CH2:14][CH2:13][CH2:12]2)=[O:10])=[CH:4][C:3]=1[C:17]1[CH:22]=[CH:21][C:20]([C:23]([OH:25])=O)=[CH:19][CH:18]=1.[CH3:26][N:27]1[CH2:32][CH2:31][N:30]([CH2:33][C:34]2[CH:39]=[CH:38][C:37]([NH2:40])=[CH:36][CH:35]=2)[CH2:29][CH2:28]1.CN(C(ON1N=NC2C=CC=CC1=2)=[N+](C)C)C.F[P-](F)(F)(F)(F)F.C(N(CC)CC)C. Product: [CH3:26][N:27]1[CH2:32][CH2:31][N:30]([CH2:33][C:34]2[CH:39]=[CH:38][C:37]([NH:40][C:23]([C:20]3[CH:21]=[CH:22][C:17]([C:3]4[CH:4]=[C:5]([NH:8][C:9]([CH:11]5[CH2:16][CH2:15][CH2:14][CH2:13][CH2:12]5)=[O:10])[CH:6]=[CH:7][C:2]=4[Cl:1])=[CH:18][CH:19]=3)=[O:25])=[CH:36][CH:35]=2)[CH2:29][CH2:28]1. The catalyst class is: 3.